This data is from Reaction yield outcomes from USPTO patents with 853,638 reactions. The task is: Predict the reaction yield, written as a fraction of the theoretical maximum amount of product (1.0 means a 100% yield; for example, 0.34 means a 34% yield). (1) The reactants are [Br:1][C:2]1[CH:7]=[CH:6][C:5]([O:8][CH3:9])=[CH:4][C:3]=1[OH:10].C(=O)([O-])[O-].[K+].[K+].[CH2:17]([O:24][CH2:25][CH2:26]Br)[C:18]1[CH:23]=[CH:22][CH:21]=[CH:20][CH:19]=1. The product is [Br:1][C:2]1[CH:7]=[CH:6][C:5]([O:8][CH3:9])=[CH:4][C:3]=1[O:10][CH2:26][CH2:25][O:24][CH2:17][C:18]1[CH:23]=[CH:22][CH:21]=[CH:20][CH:19]=1. The catalyst is CN(C)C=O. The yield is 0.830. (2) The reactants are C([N:4]1[C:12]2[C:7](=[CH:8][C:9]([O:22][CH3:23])=[C:10]([N:13]3[CH2:18][C@H:17]([CH3:19])[N:16]([CH3:20])[C@H:15]([CH3:21])[CH2:14]3)[CH:11]=2)[CH2:6][CH2:5]1)(=O)C.C([O-])([O-])=O.[K+].[K+]. The catalyst is Cl. The product is [CH3:23][O:22][C:9]1[CH:8]=[C:7]2[C:12](=[CH:11][C:10]=1[N:13]1[CH2:14][C@H:15]([CH3:21])[N:16]([CH3:20])[C@H:17]([CH3:19])[CH2:18]1)[NH:4][CH2:5][CH2:6]2. The yield is 1.00. (3) The reactants are [N+:1]([C:4]1[CH:22]=[CH:21][C:7]2[N:8]([C:13](=[O:20])[CH2:14][N:15]3[CH2:19][CH2:18][CH2:17][CH2:16]3)[CH2:9][CH2:10][CH2:11][O:12][C:6]=2[CH:5]=1)([O-])=O.O.NN. The catalyst is [Pd].C(O)C. The product is [NH2:1][C:4]1[CH:22]=[CH:21][C:7]2[N:8]([C:13](=[O:20])[CH2:14][N:15]3[CH2:16][CH2:17][CH2:18][CH2:19]3)[CH2:9][CH2:10][CH2:11][O:12][C:6]=2[CH:5]=1. The yield is 0.960. (4) The reactants are [CH2:1]([O:8][C:9]1[CH:16]=[CH:15][CH:14]=[CH:13][C:10]=1C=O)[C:2]1[CH:7]=[CH:6][CH:5]=[CH:4][CH:3]=1.[C:17]([O:24][CH3:25])(=[O:23])[CH2:18][C:19]([O:21][CH3:22])=[O:20].[C:26]([O-])(=O)C. The catalyst is C1C=CC=CC=1. The product is [CH3:22][O:21][C:19](=[O:20])[C:18](=[CH:26][C:14]1[CH:13]=[CH:10][C:9]([O:8][CH2:1][C:2]2[CH:3]=[CH:4][CH:5]=[CH:6][CH:7]=2)=[CH:16][CH:15]=1)[C:17]([O:24][CH3:25])=[O:23]. The yield is 0.900. (5) The reactants are [F:1][C:2]1([F:25])[CH2:7][CH2:6][CH:5]([CH2:8][C@@H:9]2[CH2:14][C@H:13]([C:15]3[O:19][NH:18][C:17](=[O:20])[CH:16]=3)[CH2:12][CH2:11][N:10]2C(OC)=O)[CH2:4][CH2:3]1.Br. No catalyst specified. The product is [F:25][C:2]1([F:1])[CH2:7][CH2:6][CH:5]([CH2:8][C@@H:9]2[CH2:14][C@H:13]([C:15]3[O:19][NH:18][C:17](=[O:20])[CH:16]=3)[CH2:12][CH2:11][NH:10]2)[CH2:4][CH2:3]1. The yield is 0.660. (6) The reactants are [Br:1][C:2]1[CH:7]=[CH:6][C:5]([Br:8])=[CH:4][C:3]=1[S:9](Cl)(=[O:11])=[O:10].[F:13][C:14]([F:20])([F:19])[S:15]([NH2:18])(=[O:17])=[O:16].C(N(CC)CC)C.[OH-].[Na+].[Na]. The catalyst is O.C(#N)C. The product is [F:13][C:14]([F:20])([F:19])[S:15]([NH:18][S:9]([C:3]1[CH:4]=[C:5]([Br:8])[CH:6]=[CH:7][C:2]=1[Br:1])(=[O:11])=[O:10])(=[O:17])=[O:16]. The yield is 0.540.